Dataset: Catalyst prediction with 721,799 reactions and 888 catalyst types from USPTO. Task: Predict which catalyst facilitates the given reaction. (1) Reactant: [CH3:1][N:2]1[CH2:7][CH2:6][NH:5][CH2:4][CH2:3]1.[Cl:8][C:9]1[CH:10]=[N:11][CH:12]=[C:13]([Cl:16])[C:14]=1Cl.C(N(CC)CC)C. Product: [Cl:16][C:13]1[CH:12]=[N:11][CH:10]=[C:9]([Cl:8])[C:14]=1[N:5]1[CH2:6][CH2:7][N:2]([CH3:1])[CH2:3][CH2:4]1. The catalyst class is: 37. (2) Reactant: FC(F)(F)C(O)=O.[CH:8]1([C:11]([N:13]2[C:22]3[C:17](=[C:18]([O:41][C:42]4[CH:47]=[C:46]([CH3:48])[N:45]=[C:44]([CH3:49])[CH:43]=4)[C:19]([C:23]4[CH:24]=[N:25][N:26]([CH:28]5[CH2:33][CH2:32][N:31](C(OC(C)(C)C)=O)[CH2:30][CH2:29]5)[CH:27]=4)=[CH:20][CH:21]=3)[CH2:16][CH2:15][C@@H:14]2[CH3:50])=[O:12])[CH2:10][CH2:9]1. Product: [CH:8]1([C:11]([N:13]2[C:22]3[C:17](=[C:18]([O:41][C:42]4[CH:43]=[C:44]([CH3:49])[N:45]=[C:46]([CH3:48])[CH:47]=4)[C:19]([C:23]4[CH:24]=[N:25][N:26]([CH:28]5[CH2:33][CH2:32][NH:31][CH2:30][CH2:29]5)[CH:27]=4)=[CH:20][CH:21]=3)[CH2:16][CH2:15][C@@H:14]2[CH3:50])=[O:12])[CH2:9][CH2:10]1. The catalyst class is: 4. (3) Reactant: [C:1]([OH:13])(=[O:12])[CH2:2][C:3]([CH2:8][C:9]([OH:11])=[O:10])([C:5]([OH:7])=[O:6])[OH:4].[C:14]1([C:20]2[S:24][C:23]([O:25][C@@H:26]3[CH:33]4[CH2:34][N:29]5[CH2:30][CH:31]([CH2:35][CH:27]3[CH2:28]5)[CH2:32]4)=[N:22][N:21]=2)[CH:19]=[CH:18][CH:17]=[CH:16][CH:15]=1. Product: [OH2:4].[C:1]([OH:13])(=[O:12])[CH2:2][C:3]([CH2:8][C:9]([OH:11])=[O:10])([C:5]([OH:7])=[O:6])[OH:4].[C:14]1([C:20]2[S:24][C:23]([O:25][C@@H:26]3[CH:33]4[CH2:34][N:29]5[CH2:30][CH:31]([CH2:35][CH:27]3[CH2:28]5)[CH2:32]4)=[N:22][N:21]=2)[CH:15]=[CH:16][CH:17]=[CH:18][CH:19]=1. The catalyst class is: 378. (4) Reactant: [CH3:1][C:2]1[CH:7]=[CH:6][C:5]([CH3:8])=[CH:4][C:3]=1[OH:9].C(Cl)(Cl)Cl.[C:14](Cl)(=[O:16])[CH3:15]. Product: [CH3:1][C:2]1[CH:7]=[CH:6][C:5]([CH3:8])=[CH:4][C:3]=1[O:9][C:14](=[O:16])[CH3:15]. The catalyst class is: 66. (5) Reactant: Br[C:2]1[CH:7]=[CH:6][C:5]([C:8]2[N:9]=[C:10]([NH:13][C:14](=[O:16])[CH3:15])[S:11][CH:12]=2)=[CH:4][CH:3]=1.[CH3:17][C:18]1([CH3:34])[C:22]([CH3:24])([CH3:23])[O:21][B:20]([B:20]2[O:21][C:22]([CH3:24])([CH3:23])[C:18]([CH3:34])([CH3:17])[O:19]2)[O:19]1.C([O-])(=O)C.[K+].ClCCl. Product: [CH3:17][C:18]1([CH3:34])[C:22]([CH3:24])([CH3:23])[O:21][B:20]([C:2]2[CH:7]=[CH:6][C:5]([C:8]3[N:9]=[C:10]([NH:13][C:14](=[O:16])[CH3:15])[S:11][CH:12]=3)=[CH:4][CH:3]=2)[O:19]1. The catalyst class is: 75. (6) Reactant: [Mg].C[Si](Cl)(C)C.CN1CCN(C)C1=O.II.COC=C(C(=O)C(F)(F)F)C(OC)=O.CNN.[F:34][CH:35]([F:46])[C:36]1[C:40]([C:41]([O:43]C)=[O:42])=[CH:39][N:38]([CH3:45])[N:37]=1.FC(F)N1C(C(OC)=O)C=CN1C. Product: [F:46][CH:35]([F:34])[C:36]1[C:40]([C:41]([OH:43])=[O:42])=[CH:39][N:38]([CH3:45])[N:37]=1. The catalyst class is: 5. (7) Reactant: [CH2:1]([S:3][C:4]1[CH:12]=[CH:11][C:7]([C:8]([OH:10])=O)=[CH:6][CH:5]=1)[CH3:2].C1N=C[N:15](C(N2C=NC=C2)=O)C=1.CS(O)(=O)=O.N[CH2:31][C:32]1[CH:33]=[C:34]2[C:38](=[CH:39][CH:40]=1)[C:37](=[O:41])[N:36]([CH:42]1[CH2:47][CH2:46][C:45](=[O:48])[NH:44][C:43]1=[O:49])[CH2:35]2.Cl. Product: [O:49]=[C:43]1[CH:42]([N:36]2[CH2:35][C:34]3[C:38](=[CH:39][CH:40]=[C:32]([CH2:31][C:6]4[CH:5]=[C:4]([S:3][CH2:1][CH3:2])[CH:12]=[CH:11][C:7]=4[C:8]([NH2:15])=[O:10])[CH:33]=3)[C:37]2=[O:41])[CH2:47][CH2:46][C:45](=[O:48])[NH:44]1. The catalyst class is: 3. (8) Product: [CH2:45]([O:44][C:42](=[O:43])[CH2:41][NH:38][C:39]([N:19]1[CH:18]([CH3:23])[CH2:17][N:16]([C:11]2[C:12]([O:14][CH3:15])=[C:13]3[C:8]([C:7](=[O:25])[C:6]([C:26]([NH:28][CH2:29][C:30]4[CH:35]=[CH:34][C:33]([Cl:36])=[CH:32][C:31]=4[Cl:37])=[O:27])=[CH:5][N:4]3[CH:1]3[CH2:3][CH2:2]3)=[CH:9][C:10]=2[F:24])[CH2:21][CH:20]1[CH3:22])=[O:40])[CH3:46]. The catalyst class is: 4. Reactant: [CH:1]1([N:4]2[C:13]3[C:8](=[CH:9][C:10]([F:24])=[C:11]([N:16]4[CH2:21][CH:20]([CH3:22])[NH:19][CH:18]([CH3:23])[CH2:17]4)[C:12]=3[O:14][CH3:15])[C:7](=[O:25])[C:6]([C:26]([NH:28][CH2:29][C:30]3[CH:35]=[CH:34][C:33]([Cl:36])=[CH:32][C:31]=3[Cl:37])=[O:27])=[CH:5]2)[CH2:3][CH2:2]1.[N:38]([CH2:41][C:42]([O:44][CH2:45][CH3:46])=[O:43])=[C:39]=[O:40]. (9) Reactant: [BH4-].[Na+].[O:3]1[C:7]2[CH:8]=[CH:9][CH:10]=[CH:11][C:6]=2[C:5]([C:12](=[O:28])[CH2:13][N:14]2[CH2:19][CH2:18][CH:17]([NH:20][C:21](=[O:27])[O:22][C:23]([CH3:26])([CH3:25])[CH3:24])[CH2:16][CH2:15]2)=[CH:4]1. Product: [O:3]1[C:7]2[CH:8]=[CH:9][CH:10]=[CH:11][C:6]=2[C:5]([CH:12]([OH:28])[CH2:13][N:14]2[CH2:15][CH2:16][CH:17]([NH:20][C:21](=[O:27])[O:22][C:23]([CH3:24])([CH3:26])[CH3:25])[CH2:18][CH2:19]2)=[CH:4]1. The catalyst class is: 8.